From a dataset of Forward reaction prediction with 1.9M reactions from USPTO patents (1976-2016). Predict the product of the given reaction. (1) Given the reactants [C:1]([O:5][C:6]([NH:8][C:9]1([C:15]([OH:17])=O)[CH2:14][CH2:13][CH2:12][CH2:11][CH2:10]1)=[O:7])([CH3:4])([CH3:3])[CH3:2].[Br:18][C:19]1[CH:25]=[CH:24][C:22]([NH2:23])=[CH:21][CH:20]=1.CCOC1N(C(OCC)=O)C2C(=CC=CC=2)C=C1.C(N(CC)CC)C, predict the reaction product. The product is: [C:1]([O:5][C:6](=[O:7])[NH:8][C:9]1([C:15](=[O:17])[NH:23][C:22]2[CH:24]=[CH:25][C:19]([Br:18])=[CH:20][CH:21]=2)[CH2:10][CH2:11][CH2:12][CH2:13][CH2:14]1)([CH3:2])([CH3:3])[CH3:4]. (2) Given the reactants Cl[C:2]1[CH:7]=[C:6]([NH:8][C:9]2[NH:13][N:12]=[C:11]([CH3:14])[CH:10]=2)[N:5]=[C:4]([S:15][C:16]2[CH:21]=[CH:20][C:19]([NH:22][C:23](=[O:29])[O:24][C:25]([CH3:28])([CH3:27])[CH3:26])=[CH:18][CH:17]=2)[N:3]=1.[CH3:30][N:31]1[CH2:36][CH2:35][NH:34][CH2:33][CH2:32]1, predict the reaction product. The product is: [CH3:14][C:11]1[CH:10]=[C:9]([NH:8][C:6]2[CH:7]=[C:2]([N:34]3[CH2:35][CH2:36][N:31]([CH3:30])[CH2:32][CH2:33]3)[N:3]=[C:4]([S:15][C:16]3[CH:21]=[CH:20][C:19]([NH:22][C:23](=[O:29])[O:24][C:25]([CH3:26])([CH3:27])[CH3:28])=[CH:18][CH:17]=3)[N:5]=2)[NH:13][N:12]=1. (3) The product is: [ClH:13].[NH2:1][CH:2]1[CH2:7][CH2:6][CH:5]([NH:8][S:10]([CH3:9])(=[O:12])=[O:11])[CH2:4][CH2:3]1. Given the reactants [NH2:1][C@H:2]1[CH2:7][CH2:6][C@H:5]([NH2:8])[CH2:4][CH2:3]1.[CH3:9][S:10]([Cl:13])(=[O:12])=[O:11], predict the reaction product. (4) Given the reactants Br[CH2:2][C:3]([C:5]1[CH:6]=[CH:7][C:8]([N:11]2[CH:15]=[CH:14][N:13]=[CH:12]2)=[N:9][CH:10]=1)=O.[NH2:16][C:17]1[CH:22]=[CH:21][C:20]([I:23])=[CH:19][N:18]=1, predict the reaction product. The product is: [I:23][C:20]1[CH:21]=[CH:22][C:17]2[N:18]([CH:2]=[C:3]([C:5]3[CH:6]=[CH:7][C:8]([N:11]4[CH:15]=[CH:14][N:13]=[CH:12]4)=[N:9][CH:10]=3)[N:16]=2)[CH:19]=1.